From a dataset of Experimentally validated miRNA-target interactions with 360,000+ pairs, plus equal number of negative samples. Binary Classification. Given a miRNA mature sequence and a target amino acid sequence, predict their likelihood of interaction. Result: 0 (no interaction). The protein sequence of the target gene is MRSSEGAPSWAVALPPPLRPCAYGVSEVTRCWHQLSLGAGESSMNPSATLYRRQNIGSEVETSTIEKQRKELQLLIGELKDRDKELNDMVAVHQRQLLSWEEDRQKVLTLEERCSKLEGELHKRTDIIKSLMKKVKTLESNQAECQTALQKTQQQLQEMAQKATHSTLLSEDLEARNENLSSTLVDLSAQVGQLQAREQALTTMIKLKDKDIIEAVNHISDCSGKFKLLEHALRDAKMAETCVVREKQDYKQKLKALRIEVNKLKEDLNEKTTENNEQREEIIRLKQEKSCLHDELIFTV.... The miRNA is hsa-miR-548at-5p with sequence AAAAGUUAUUGCGGUUUUGGCU.